Dataset: Full USPTO retrosynthesis dataset with 1.9M reactions from patents (1976-2016). Task: Predict the reactants needed to synthesize the given product. (1) Given the product [CH2:15]([O:14][C:12]([N:8]1[CH2:9][CH2:10][O:11][CH:6]([CH:5]=[CH:4][C:3]([OH:22])=[O:2])[CH2:7]1)=[O:13])[C:16]1[CH:21]=[CH:20][CH:19]=[CH:18][CH:17]=1, predict the reactants needed to synthesize it. The reactants are: C[O:2][C:3](=[O:22])[CH:4]=[CH:5][CH:6]1[O:11][CH2:10][CH2:9][N:8]([C:12]([O:14][CH2:15][C:16]2[CH:21]=[CH:20][CH:19]=[CH:18][CH:17]=2)=[O:13])[CH2:7]1.[OH-].[Na+]. (2) Given the product [C:45]([O:44][C@@H:39]([C:4]1[C:3]([CH3:49])=[C:2]([C:73]2[CH:78]=[CH:77][C:76]([F:99])=[CH:75][CH:74]=2)[C:31]2=[N:32][C:28]3=[CH:29][N:30]2[C:5]=1[N:6]1[CH2:37][CH2:36][C:9]([CH3:38])([O:10][CH2:11][CH2:12][CH2:13][CH2:14][C@H:15]([CH3:35])[O:16][C:17]2[CH:22]=[CH:21][C:20]([F:34])=[CH:19][C:18]=2[C:25]2[CH:26]=[C:27]3[CH:33]=[CH:23][CH:24]=2)[CH2:8][CH2:7]1)[C:40]([O:42][CH3:43])=[O:41])([CH3:46])([CH3:47])[CH3:48], predict the reactants needed to synthesize it. The reactants are: Br[C:2]1[C:31]2=[N:32][C:28]3=[CH:29][N:30]2[C:5]([N:6]2[CH2:37][CH2:36][C:9]([CH3:38])([O:10][CH2:11][CH2:12][CH2:13][CH2:14][C@H:15]([CH3:35])[O:16][C:17]4[CH:18]=[CH:19][C:20]([F:34])=[CH:21][C:22]=4[C:23]4[CH:33]=[C:27]3[CH:26]=[CH:25][CH:24]=4)[CH2:8][CH2:7]2)=[C:4]([C@H:39]([O:44][C:45]([CH3:48])([CH3:47])[CH3:46])[C:40]([O:42][CH3:43])=[O:41])[C:3]=1[CH3:49].C(O[C@@H](C1C(C)=C(C2C=CN=CC=2)C2=NC3=CN2C=1N1CCC(C)(OCCCC[C@H](C)O[C:73]2[CH:74]=[CH:75][C:76]([F:99])=[CH:77][C:78]=2C2C=C3C=CC=2)CC1)C(OC)=O)(C)(C)C.